Task: Predict which catalyst facilitates the given reaction.. Dataset: Catalyst prediction with 721,799 reactions and 888 catalyst types from USPTO (1) Reactant: [NH2:1][C:2]1[CH:7]=[CH:6][C:5]([C:8]([N:10]2[CH2:15][CH2:14][N:13]([C:16]3[CH:21]=[CH:20][CH:19]=[CH:18][CH:17]=3)[CH2:12][CH2:11]2)=[O:9])=[CH:4][CH:3]=1.[C:22]([C:24]1[CH:31]=[CH:30][C:27]([CH:28]=O)=[CH:26][CH:25]=1)#[N:23].[BH4-].[Na+]. Product: [C:16]1([N:13]2[CH2:14][CH2:15][N:10]([C:8]([C:5]3[CH:4]=[CH:3][C:2]([NH:1][CH2:28][C:27]4[CH:30]=[CH:31][C:24]([C:22]#[N:23])=[CH:25][CH:26]=4)=[CH:7][CH:6]=3)=[O:9])[CH2:11][CH2:12]2)[CH:17]=[CH:18][CH:19]=[CH:20][CH:21]=1. The catalyst class is: 7. (2) Reactant: [CH3:1][S:2](Cl)(=[O:4])=[O:3].Cl.[Br:7][C:8]1[C:9]([N:23]2[CH2:28][CH2:27][NH:26][CH2:25][CH2:24]2)=[N:10][C:11]([NH:14][C:15]2[CH:20]=[CH:19][C:18]([F:21])=[C:17]([Cl:22])[CH:16]=2)=[N:12][CH:13]=1.C(N(CC)CC)C. Product: [Br:7][C:8]1[C:9]([N:23]2[CH2:24][CH2:25][N:26]([S:2]([CH3:1])(=[O:4])=[O:3])[CH2:27][CH2:28]2)=[N:10][C:11]([NH:14][C:15]2[CH:20]=[CH:19][C:18]([F:21])=[C:17]([Cl:22])[CH:16]=2)=[N:12][CH:13]=1. The catalyst class is: 2. (3) Reactant: [F:1][C:2]1[CH:9]=[C:8]([NH:10][C:11]2[CH:16]=[CH:15][C:14]([N+:17]([O-:19])=[O:18])=[CH:13][CH:12]=2)[CH:7]=[CH:6][C:3]=1[C:4]#[N:5].[OH-:20].[Na+]. Product: [F:1][C:2]1[CH:9]=[C:8]([NH:10][C:11]2[CH:12]=[CH:13][C:14]([N+:17]([O-:19])=[O:18])=[CH:15][CH:16]=2)[CH:7]=[CH:6][C:3]=1[C:4]([NH2:5])=[O:20]. The catalyst class is: 8. (4) Reactant: [CH:1]([O:4][C:5]1[CH:10]=[C:9]([CH2:11][C:12](OCC)=[O:13])[C:8]([N+:17]([O-])=O)=[CH:7][N:6]=1)([CH3:3])[CH3:2]. Product: [CH:1]([O:4][C:5]1[CH:10]=[C:9]2[CH2:11][C:12](=[O:13])[NH:17][C:8]2=[CH:7][N:6]=1)([CH3:3])[CH3:2]. The catalyst class is: 409.